This data is from Drug-target binding data from BindingDB using IC50 measurements. The task is: Regression. Given a target protein amino acid sequence and a drug SMILES string, predict the binding affinity score between them. We predict pIC50 (pIC50 = -log10(IC50 in M); higher means more potent). Dataset: bindingdb_ic50. (1) The small molecule is Nc1ccc(CC(C(=O)O)c2cnc[nH]2)cn1. The target protein (P15086) has sequence MLALLVLVTVALASAHHGGEHFEGEKVFRVNVEDENHINIIRELASTTQIDFWKPDSVTQIKPHSTVDFRVKAEDTVTVENVLKQNELQYKVLISNLRNVVEAQFDSRVRATGHSYEKYNKWETIEAWTQQVATENPALISRSVIGTTFEGRAIYLLKVGKAGQNKPAIFMDCGFHAREWISPAFCQWFVREAVRTYGREIQVTELLDKLDFYVLPVLNIDGYIYTWTKSRFWRKTRSTHTGSSCIGTDPNRNFDAGWCEIGASRNPCDETYCGPAAESEKETKALADFIRNKLSSIKAYLTIHSYSQMMIYPYSYAYKLGENNAELNALAKATVKELASLHGTKYTYGPGATTIYPAAGGSDDWAYDQGIRYSFTFELRDTGRYGFLLPESQIRATCEETFLAIKYVASYVLEHLY. The pIC50 is 7.2. (2) The small molecule is CN[C@@H]1C[C@H]2O[C@@](C)([C@@H]1OC)n1c3ccccc3c3c4c(c5c6ccccc6n2c5c31)C(=O)NC4. The target protein (Q15750) has sequence MAAQRRSLLQSEQQPSWTDDLPLCHLSGVGSASNRSYSADGKGTESHPPEDSWLKFRSENNCFLYGVFNGYDGNRVTNFVAQRLSAELLLGQLNAEHAEADVRRVLLQAFDVVERSFLESIDDALAEKASLQSQLPEGVPQHQLPPQYQKILERLKTLEREISGGAMAVVAVLLNNKLYVANVGTNRALLCKSTVDGLQVTQLNVDHTTENEDELFRLSQLGLDAGKIKQVGIICGQESTRRIGDYKVKYGYTDIDLLSAAKSKPIIAEPEIHGAQPLDGVTGFLVLMSEGLYKALEAAHGPGQANQEIAAMIDTEFAKQTSLDAVAQAVVDRVKRIHSDTFASGGERARFCPRHEDMTLLVRNFGYPLGEMSQPTPSPAPAAGGRVYPVSVPYSSAQSTSKTSVTLSLVMPSQGQMVNGAHSASTLDEATPTLTNQSPTLTLQSTNTHTQSSSSSSDGGLFRSRPAHSLPPGEDGRVEPYVDFAEFYRLWSVDHGEQSV.... The pIC50 is 7.5.